From a dataset of Ames mutagenicity test results for genotoxicity prediction. Regression/Classification. Given a drug SMILES string, predict its toxicity properties. Task type varies by dataset: regression for continuous values (e.g., LD50, hERG inhibition percentage) or binary classification for toxic/non-toxic outcomes (e.g., AMES mutagenicity, cardiotoxicity, hepatotoxicity). Dataset: ames. The compound is CC(=O)c1ccco1. The result is 1 (mutagenic).